From a dataset of Catalyst prediction with 721,799 reactions and 888 catalyst types from USPTO. Predict which catalyst facilitates the given reaction. (1) Reactant: [F:1][C:2]([F:28])([F:27])[C:3]1[CH:4]=[C:5]([NH:13][C:14](=[O:26])[C:15]2[CH:20]=[C:19](I)[CH:18]=[CH:17][C:16]=2[O:22]COC)[CH:6]=[C:7]([C:9]([F:12])([F:11])[F:10])[CH:8]=1.C([Sn](CCCC)(CCCC)[C:34]1[CH:39]=[CH:38][CH:37]=[CH:36][N:35]=1)CCC.O. Product: [F:1][C:2]([F:28])([F:27])[C:3]1[CH:4]=[C:5]([NH:13][C:14](=[O:26])[C:15]2[CH:20]=[C:19]([C:34]3[CH:39]=[CH:38][CH:37]=[CH:36][N:35]=3)[CH:18]=[CH:17][C:16]=2[OH:22])[CH:6]=[C:7]([C:9]([F:11])([F:10])[F:12])[CH:8]=1. The catalyst class is: 558. (2) Reactant: Cl[C:2]([O:4][CH2:5][C:6]1[CH:11]=[CH:10][CH:9]=[CH:8][CH:7]=1)=[O:3].C([N:19]1[CH2:23][CH2:22][C:21]([S:31]([C:34]2[CH:39]=[CH:38][C:37]([F:40])=[CH:36][CH:35]=2)(=[O:33])=[O:32])([C:24]2[CH:29]=[CH:28][C:27]([I:30])=[CH:26][CH:25]=2)[CH2:20]1)C1C=CC=CC=1. Product: [F:40][C:37]1[CH:36]=[CH:35][C:34]([S:31]([C:21]2([C:24]3[CH:29]=[CH:28][C:27]([I:30])=[CH:26][CH:25]=3)[CH2:22][CH2:23][N:19]([C:2]([O:4][CH2:5][C:6]3[CH:11]=[CH:10][CH:9]=[CH:8][CH:7]=3)=[O:3])[CH2:20]2)(=[O:33])=[O:32])=[CH:39][CH:38]=1. The catalyst class is: 22.